This data is from Forward reaction prediction with 1.9M reactions from USPTO patents (1976-2016). The task is: Predict the product of the given reaction. Given the reactants [NH2:1][CH:2]1[CH2:7][CH2:6][CH:5]([NH:8][C:9](=[O:15])[O:10][C:11]([CH3:14])([CH3:13])[CH3:12])[CH2:4][CH2:3]1.[OH:16][CH2:17][C:18]([CH3:23])([CH3:22])[C:19](O)=[O:20].C(N(CC)CC)C.Cl.CN(C)CCCN=C=NCC.ON1C2C=CC=CC=2N=N1, predict the reaction product. The product is: [OH:20][CH2:19][C:18]([CH3:23])([CH3:22])[C:17]([NH:1][CH:2]1[CH2:7][CH2:6][CH:5]([NH:8][C:9](=[O:15])[O:10][C:11]([CH3:12])([CH3:14])[CH3:13])[CH2:4][CH2:3]1)=[O:16].